From a dataset of Reaction yield outcomes from USPTO patents with 853,638 reactions. Predict the reaction yield, written as a fraction of the theoretical maximum amount of product (1.0 means a 100% yield; for example, 0.34 means a 34% yield). (1) The reactants are CC(OC(/N=N/C(OC(C)C)=O)=O)C.[OH:15][C:16]1[CH:21]=[CH:20][C:19]([C:22]2([OH:41])[CH2:27][CH2:26][N:25]([C:28]3[CH:29]=[CH:30][C:31]4[N:32]([C:34]([C:37]([F:40])([F:39])[F:38])=[N:35][N:36]=4)[N:33]=3)[CH2:24][CH2:23]2)=[CH:18][CH:17]=1.[CH3:42][N:43]1[C:47]([CH2:48][CH2:49]OC2C=CC(C3CCN(C4CCC5N(C(C(F)(F)F)=NN=5)N=4)CC3)=CC=2)=[CH:46][CH:45]=[N:44]1.C1(P(C2C=CC=CC=2)C2C=CC=CC=2)C=CC=CC=1. The catalyst is C1COCC1. The product is [CH3:42][N:43]1[C:47]([CH2:48][CH2:49][O:15][C:16]2[CH:21]=[CH:20][C:19]([C:22]3([OH:41])[CH2:27][CH2:26][N:25]([C:28]4[CH:29]=[CH:30][C:31]5[N:32]([C:34]([C:37]([F:40])([F:39])[F:38])=[N:35][N:36]=5)[N:33]=4)[CH2:24][CH2:23]3)=[CH:18][CH:17]=2)=[CH:46][CH:45]=[N:44]1. The yield is 0.722. (2) The reactants are C(N(CC)CC)C.[NH2:8][C:9]1[N:14]=[CH:13][C:12]([C:15]#[C:16][C:17]2[S:18][CH:19]=[C:20]([C:22]([OH:24])=O)[N:21]=2)=[CH:11][N:10]=1.F[P-](F)(F)(F)(F)F.[N:32]1(OC(N(C)C)=[N+](C)C)[C:36]2[CH:37]=[CH:38][CH:39]=[CH:40][C:35]=2N=N1.NC1C=CC=CC=1. The catalyst is CN(C=O)C. The product is [NH2:8][C:9]1[N:10]=[CH:11][C:12]([C:15]#[C:16][C:17]2[S:18][CH:19]=[C:20]([C:22]([NH:32][C:36]3[CH:37]=[CH:38][CH:39]=[CH:40][CH:35]=3)=[O:24])[N:21]=2)=[CH:13][N:14]=1. The yield is 0.460. (3) The reactants are [F:1][C:2]([F:20])([F:19])[C:3](O)=[CH:4][C:5]([C:7]1[CH:17]=[CH:16][C:10]2[O:11][CH2:12][C:13](=[O:15])[NH:14][C:9]=2[CH:8]=1)=O.Cl.[F:22][C:23]([F:34])([F:33])[O:24][C:25]1[CH:30]=[CH:29][C:28]([NH:31][NH2:32])=[CH:27][CH:26]=1. No catalyst specified. The product is [F:22][C:23]([F:33])([F:34])[O:24][C:25]1[CH:26]=[CH:27][C:28]([N:31]2[C:5]([C:7]3[CH:17]=[CH:16][C:10]4[O:11][CH2:12][C:13](=[O:15])[NH:14][C:9]=4[CH:8]=3)=[CH:4][C:3]([C:2]([F:20])([F:19])[F:1])=[N:32]2)=[CH:29][CH:30]=1. The yield is 0.690. (4) The reactants are [C:1]([CH:3]1[C:12]([C:13]2[CH:14]=[N:15][CH:16]=[C:17]([CH3:19])[CH:18]=2)=[C:11]2[C:6](=[C:7]3[CH:22]=[CH:21][N:20]=[C:8]3[CH:9]=[CH:10]2)[O:5][C:4]1=N)#[N:2].[OH-:24].[Na+]. The catalyst is Cl.O. The product is [C:1]([CH:3]1[C:12]([C:13]2[CH:14]=[N:15][CH:16]=[C:17]([CH3:19])[CH:18]=2)=[C:11]2[C:6](=[C:7]3[CH:22]=[CH:21][N:20]=[C:8]3[CH:9]=[CH:10]2)[O:5][C:4]1=[O:24])#[N:2]. The yield is 0.350. (5) The reactants are Cl[C:2]1[N:3]=[C:4]([N:22]2[CH2:27][CH2:26][O:25][CH2:24][CH2:23]2)[C:5]2[N:10]=[N:9][N:8]([CH2:11][C:12]3[CH:21]=[CH:20][C:15]([C:16]([O:18][CH3:19])=[O:17])=[CH:14][CH:13]=3)[C:6]=2[N:7]=1.[OH:28][CH2:29][C:30]1[CH:31]=[C:32](B(O)O)[CH:33]=[CH:34][CH:35]=1.C([O-])([O-])=O.[Na+].[Na+]. The catalyst is C1C=CC([P]([Pd]([P](C2C=CC=CC=2)(C2C=CC=CC=2)C2C=CC=CC=2)([P](C2C=CC=CC=2)(C2C=CC=CC=2)C2C=CC=CC=2)[P](C2C=CC=CC=2)(C2C=CC=CC=2)C2C=CC=CC=2)(C2C=CC=CC=2)C2C=CC=CC=2)=CC=1.COCCOC. The product is [OH:28][CH2:29][C:30]1[CH:35]=[C:34]([C:2]2[N:3]=[C:4]([N:22]3[CH2:27][CH2:26][O:25][CH2:24][CH2:23]3)[C:5]3[N:10]=[N:9][N:8]([CH2:11][C:12]4[CH:21]=[CH:20][C:15]([C:16]([O:18][CH3:19])=[O:17])=[CH:14][CH:13]=4)[C:6]=3[N:7]=2)[CH:33]=[CH:32][CH:31]=1. The yield is 0.310. (6) The reactants are [C:1]1([C:7]2[CH:15]=[CH:14][C:10]([C:11](Cl)=[O:12])=[CH:9][CH:8]=2)[CH:6]=[CH:5][CH:4]=[CH:3][CH:2]=1.C(Cl)(Cl)Cl.Cl.[CH3:21][NH:22][C:23](=[O:31])[C@H:24]([C:27](=[O:30])[O:28][CH3:29])[NH:25][CH3:26].C(N(CC)CC)C. The catalyst is O. The product is [CH3:29][O:28][C:27](=[O:30])[CH:24]([N:25]([CH3:26])[C:11]([C:10]1[CH:14]=[CH:15][C:7]([C:1]2[CH:6]=[CH:5][CH:4]=[CH:3][CH:2]=2)=[CH:8][CH:9]=1)=[O:12])[C:23]([NH:22][CH3:21])=[O:31]. The yield is 0.860.